From a dataset of Full USPTO retrosynthesis dataset with 1.9M reactions from patents (1976-2016). Predict the reactants needed to synthesize the given product. (1) Given the product [I:18][C:19]1[CH:20]=[CH:21][C:22]2[N:23]([CH:25]=[C:26]([C:28]3[CH:29]=[CH:30][C:31]([NH:34][N:35]=[C:9]([C:8]#[N:12])[C:10]#[N:11])=[CH:32][CH:33]=3)[N:27]=2)[CH:24]=1, predict the reactants needed to synthesize it. The reactants are: C([O-])(=O)C.[Na+].CO.[C:8](#[N:12])[CH2:9][C:10]#[N:11].F[B-](F)(F)F.[I:18][C:19]1[CH:20]=[CH:21][C:22]2[N:23]([CH:25]=[C:26]([C:28]3[CH:33]=[CH:32][C:31]([N+:34]#[N:35])=[CH:30][CH:29]=3)[N:27]=2)[CH:24]=1. (2) Given the product [CH3:17][CH:18]([CH3:34])[C:19]([NH:21][C:22]1[CH:27]=[CH:26][CH:25]=[C:24]([CH:28]2[CH2:33][CH2:32][N:31]([CH2:15][C:6]3[C:7]4[C:12](=[CH:11][CH:10]=[CH:9][CH:8]=4)[CH:13]=[CH:14][C:5]=3[O:4][CH2:1][CH2:2][CH3:3])[CH2:30][CH2:29]2)[CH:23]=1)=[O:20], predict the reactants needed to synthesize it. The reactants are: [CH2:1]([O:4][C:5]1[CH:14]=[CH:13][C:12]2[C:7](=[CH:8][CH:9]=[CH:10][CH:11]=2)[C:6]=1[CH:15]=O)[CH2:2][CH3:3].[CH3:17][CH:18]([CH3:34])[C:19]([NH:21][C:22]1[CH:27]=[CH:26][CH:25]=[C:24]([CH:28]2[CH2:33][CH2:32][NH:31][CH2:30][CH2:29]2)[CH:23]=1)=[O:20]. (3) Given the product [NH2:17][C:13]1[C:12]([CH3:20])=[C:11]([CH2:3][CH2:2][C:1]([O:5][C:6]([CH3:9])([CH3:8])[CH3:7])=[O:4])[CH:16]=[CH:15][CH:14]=1, predict the reactants needed to synthesize it. The reactants are: [C:1]([O:5][C:6]([CH3:9])([CH3:8])[CH3:7])(=[O:4])[CH:2]=[CH2:3].Br[C:11]1[CH:16]=[CH:15][CH:14]=[C:13]([N+:17]([O-])=O)[C:12]=1[CH3:20].C(N(CC)CC)C.C1(C)C=CC=CC=1P(C1C=CC=CC=1C)C1C=CC=CC=1C.[Cl-].[NH4+]. (4) Given the product [C:28]([C@@H:27]([NH:30][C:31]([C@@H:33]1[CH2:38][CH2:37][CH2:36][CH2:35][NH:34]1)=[O:32])[CH2:26][C:23]1[CH:22]=[CH:21][C:20]([C:18]2[CH:17]=[CH:16][C:15]3[N:11]([CH2:10][CH2:9][OH:8])[C:12](=[O:46])[S:13][C:14]=3[CH:19]=2)=[CH:25][CH:24]=1)#[N:29], predict the reactants needed to synthesize it. The reactants are: [Si]([O:8][CH2:9][CH2:10][N:11]1[C:15]2[CH:16]=[CH:17][C:18]([C:20]3[CH:25]=[CH:24][C:23]([CH2:26][C@H:27]([NH:30][C:31]([C@@H:33]4[CH2:38][CH2:37][CH2:36][CH2:35][N:34]4C(OC(C)(C)C)=O)=[O:32])[C:28]#[N:29])=[CH:22][CH:21]=3)=[CH:19][C:14]=2[S:13][C:12]1=[O:46])(C(C)(C)C)(C)C.C(OCC)C. (5) Given the product [C:1]([O:4][CH2:12][CH2:6][C@@H:7]1[CH:8]=[CH:9][CH2:10][C@@H:11]1[O:20][Si:13]([C:16]([CH3:19])([CH3:18])[CH3:17])([CH3:15])[CH3:14])(=[O:3])[CH3:2], predict the reactants needed to synthesize it. The reactants are: [C:1]([O-:4])(=[O:3])[CH3:2].N1[C:10]([CH3:11])=[CH:9][CH:8]=[CH:7][C:6]=1[CH3:12].[Si:13]([O:20]S(C(F)(F)F)(=O)=O)([C:16]([CH3:19])([CH3:18])[CH3:17])([CH3:15])[CH3:14].C([O-])(O)=O.[Na+]. (6) Given the product [CH3:23][C:10]1[C:11]([CH2:12][C:13]2[C:22]3[C:17](=[CH:18][CH:19]=[CH:20][CH:21]=3)[CH:16]=[CH:15][CH:14]=2)=[C:4]2[N:3]=[C:2]([N:26]3[CH2:31][CH2:30][O:29][CH2:28][CH2:27]3)[CH:7]=[C:6]([OH:24])[N:5]2[N:9]=1, predict the reactants needed to synthesize it. The reactants are: Cl[C:2]1[CH:7]=[C:6](Cl)[N:5]2[N:9]=[C:10]([CH3:23])[C:11]([CH2:12][C:13]3[C:22]4[C:17](=[CH:18][CH:19]=[CH:20][CH:21]=4)[CH:16]=[CH:15][CH:14]=3)=[C:4]2[N:3]=1.[OH-:24].[Na+].[NH:26]1[CH2:31][CH2:30][O:29][CH2:28][CH2:27]1. (7) Given the product [Cl:21][C:22]1[C:23]([Cl:29])=[CH:24][CH:25]=[CH:26][C:27]=1[O:18][CH:13]([CH:10]1[CH2:11][CH2:12][NH:8][CH2:9]1)[CH2:14][CH2:15][S:16][CH3:17], predict the reactants needed to synthesize it. The reactants are: C(OC([N:8]1[CH2:12][CH2:11][CH:10]([CH:13]([OH:18])[CH2:14][CH2:15][S:16][CH3:17])[CH2:9]1)=O)(C)(C)C.[H-].[Na+].[Cl:21][C:22]1[CH:27]=[CH:26][CH:25]=[C:24](F)[C:23]=1[Cl:29].CCO. (8) Given the product [Cl:1][C:2]1[CH:3]=[CH:4][C:5]([N:8]([C:9](=[O:14])[CH2:10][CH2:11][C:12]#[CH:13])[C:16](=[O:15])[O:18][C:19]([CH3:22])([CH3:21])[CH3:20])=[CH:6][CH:7]=1, predict the reactants needed to synthesize it. The reactants are: [Cl:1][C:2]1[CH:7]=[CH:6][C:5]([NH:8][C:9](=[O:14])[CH2:10][CH2:11][C:12]#[CH:13])=[CH:4][CH:3]=1.[O:15](C(OC(C)(C)C)=O)[C:16]([O:18][C:19]([CH3:22])([CH3:21])[CH3:20])=O.